Dataset: NCI-60 drug combinations with 297,098 pairs across 59 cell lines. Task: Regression. Given two drug SMILES strings and cell line genomic features, predict the synergy score measuring deviation from expected non-interaction effect. (1) Drug 1: CCCS(=O)(=O)NC1=C(C(=C(C=C1)F)C(=O)C2=CNC3=C2C=C(C=N3)C4=CC=C(C=C4)Cl)F. Drug 2: C1=CC(=CC=C1CC(C(=O)O)N)N(CCCl)CCCl.Cl. Cell line: M14. Synergy scores: CSS=42.7, Synergy_ZIP=0.925, Synergy_Bliss=0.815, Synergy_Loewe=-9.70, Synergy_HSA=-0.471. (2) Drug 1: CC12CCC(CC1=CCC3C2CCC4(C3CC=C4C5=CN=CC=C5)C)O. Drug 2: CCCCCOC(=O)NC1=NC(=O)N(C=C1F)C2C(C(C(O2)C)O)O. Cell line: A498. Synergy scores: CSS=1.55, Synergy_ZIP=-1.60, Synergy_Bliss=-4.74, Synergy_Loewe=-7.04, Synergy_HSA=-6.72. (3) Drug 1: CC(CN1CC(=O)NC(=O)C1)N2CC(=O)NC(=O)C2. Drug 2: C(=O)(N)NO. Cell line: KM12. Synergy scores: CSS=7.27, Synergy_ZIP=-10.0, Synergy_Bliss=-17.5, Synergy_Loewe=-19.4, Synergy_HSA=-15.2. (4) Drug 1: CC1C(C(CC(O1)OC2CC(CC3=C2C(=C4C(=C3O)C(=O)C5=C(C4=O)C(=CC=C5)OC)O)(C(=O)CO)O)N)O.Cl. Drug 2: C1=CC(=C2C(=C1NCCNCCO)C(=O)C3=C(C=CC(=C3C2=O)O)O)NCCNCCO. Cell line: OVCAR-8. Synergy scores: CSS=45.7, Synergy_ZIP=3.20, Synergy_Bliss=1.14, Synergy_Loewe=-13.9, Synergy_HSA=1.02. (5) Drug 1: CCC1=CC2CC(C3=C(CN(C2)C1)C4=CC=CC=C4N3)(C5=C(C=C6C(=C5)C78CCN9C7C(C=CC9)(C(C(C8N6C)(C(=O)OC)O)OC(=O)C)CC)OC)C(=O)OC.C(C(C(=O)O)O)(C(=O)O)O. Drug 2: CS(=O)(=O)OCCCCOS(=O)(=O)C. Cell line: SF-268. Synergy scores: CSS=25.4, Synergy_ZIP=-0.877, Synergy_Bliss=1.48, Synergy_Loewe=-25.2, Synergy_HSA=0.765. (6) Drug 1: CC1=C(C=C(C=C1)C(=O)NC2=CC(=CC(=C2)C(F)(F)F)N3C=C(N=C3)C)NC4=NC=CC(=N4)C5=CN=CC=C5. Drug 2: CC1CCC2CC(C(=CC=CC=CC(CC(C(=O)C(C(C(=CC(C(=O)CC(OC(=O)C3CCCCN3C(=O)C(=O)C1(O2)O)C(C)CC4CCC(C(C4)OC)OCCO)C)C)O)OC)C)C)C)OC. Cell line: MOLT-4. Synergy scores: CSS=16.6, Synergy_ZIP=5.10, Synergy_Bliss=8.31, Synergy_Loewe=-4.65, Synergy_HSA=5.04. (7) Drug 1: CCCCC(=O)OCC(=O)C1(CC(C2=C(C1)C(=C3C(=C2O)C(=O)C4=C(C3=O)C=CC=C4OC)O)OC5CC(C(C(O5)C)O)NC(=O)C(F)(F)F)O. Drug 2: CC1=C2C(C(=O)C3(C(CC4C(C3C(C(C2(C)C)(CC1OC(=O)C(C(C5=CC=CC=C5)NC(=O)OC(C)(C)C)O)O)OC(=O)C6=CC=CC=C6)(CO4)OC(=O)C)O)C)O. Cell line: SR. Synergy scores: CSS=57.1, Synergy_ZIP=-4.13, Synergy_Bliss=-9.30, Synergy_Loewe=-10.2, Synergy_HSA=-9.41. (8) Drug 1: CN(C)C1=NC(=NC(=N1)N(C)C)N(C)C. Drug 2: C1C(C(OC1N2C=NC3=C2NC=NCC3O)CO)O. Cell line: BT-549. Synergy scores: CSS=-4.23, Synergy_ZIP=0.641, Synergy_Bliss=0.0128, Synergy_Loewe=-6.75, Synergy_HSA=-5.49.